This data is from Full USPTO retrosynthesis dataset with 1.9M reactions from patents (1976-2016). The task is: Predict the reactants needed to synthesize the given product. (1) The reactants are: [CH3:1][C:2]1[CH:3]=[C:4]([O:9][CH3:10])[CH:5]=[C:6]([CH3:8])[CH:7]=1.[S:11](Cl)(=[O:14])(=[O:13])[OH:12].[F:16][C:17]1[C:22](O)=[C:21]([F:24])[C:20]([F:25])=[C:19]([F:26])[C:18]=1[F:27].C(N(CC)CC)C. Given the product [CH3:10][O:9][C:4]1[CH:5]=[C:6]([CH3:8])[C:7]([S:11]([O:12][C:22]2[C:21]([F:24])=[C:20]([F:25])[C:19]([F:26])=[C:18]([F:27])[C:17]=2[F:16])(=[O:14])=[O:13])=[C:2]([CH3:1])[CH:3]=1, predict the reactants needed to synthesize it. (2) Given the product [Cl:1][CH2:2][CH2:3][CH2:4][O:5][C:6]1[CH:15]=[CH:14][C:13]2[C:12]3[C:11](=[CH:19][C:18](=[O:22])[NH:24][N:25]=3)[CH2:10][CH2:9][C:8]=2[CH:7]=1, predict the reactants needed to synthesize it. The reactants are: [Cl:1][CH2:2][CH2:3][CH2:4][O:5][C:6]1[CH:7]=[C:8]2[C:13](=[CH:14][CH:15]=1)[C:12](=O)[CH2:11][CH2:10][CH2:9]2.O.[C:18]([OH:22])(=O)[CH:19]=O.O.[NH2:24][NH2:25]. (3) Given the product [Cl-:1].[CH3:35][N+:32]1[CH:31]=[CH:30][C:29]([NH:28][C:27]2[CH:26]=[CH:25][C:24]([C:22]([NH:21][C:20]3[CH:19]=[CH:18][C:17]([NH:16][C:2]4[C:11]5[C:6](=[CH:7][CH:8]=[C:9]([N+:12]([O-:14])=[O:13])[CH:10]=5)[N:5]=[CH:4][CH:3]=4)=[CH:39][CH:38]=3)=[O:23])=[CH:37][CH:36]=2)=[CH:34][CH:33]=1, predict the reactants needed to synthesize it. The reactants are: [Cl:1][C:2]1[C:11]2[C:6](=[CH:7][CH:8]=[C:9]([N+:12]([O-:14])=[O:13])[CH:10]=2)[N:5]=[CH:4][CH:3]=1.[Cl-].[NH2:16][C:17]1[CH:39]=[CH:38][C:20]([NH:21][C:22]([C:24]2[CH:37]=[CH:36][C:27]([NH:28][C:29]3[CH:34]=[CH:33][N+:32]([CH3:35])=[CH:31][CH:30]=3)=[CH:26][CH:25]=2)=[O:23])=[CH:19][CH:18]=1.Cl.CO.CCOC(C)=O. (4) Given the product [NH2:1][C:2]1[N:3]([CH3:24])[C:4](=[O:23])[C:5]2([C:15]3[C:10](=[CH:11][CH:12]=[C:13]([C:39]4[CH:40]=[N:41][CH:42]=[C:43]([CH:46]=4)[C:44]#[N:45])[CH:14]=3)[O:9][CH:8]([C:17]3[CH:18]=[CH:19][CH:20]=[CH:21][CH:22]=3)[CH2:7]2)[N:6]=1, predict the reactants needed to synthesize it. The reactants are: [NH2:1][C:2]1[N:3]([CH2:24]C2CCCCC2)[C:4](=[O:23])[C:5]2([C:15]3[C:10](=[CH:11][CH:12]=[C:13](Br)[CH:14]=3)[O:9][CH:8]([C:17]3[CH:22]=[CH:21][CH:20]=[CH:19][CH:18]=3)[CH2:7]2)[N:6]=1.CC1(C)C(C)(C)OB([C:39]2[CH:40]=[N:41][CH:42]=[C:43]([CH:46]=2)[C:44]#[N:45])O1. (5) Given the product [CH3:1][O:2][C:3]1[CH:12]=[C:11]([O:13][CH3:14])[CH:10]=[CH:9][C:4]=1[C:5]([OH:7])=[O:6], predict the reactants needed to synthesize it. The reactants are: [CH3:1][O:2][C:3]1[CH:12]=[C:11]([O:13][CH3:14])[CH:10]=[CH:9][C:4]=1[C:5]([O:7]C)=[O:6].C(Cl)(Cl)Cl.O.Cl.